From a dataset of Forward reaction prediction with 1.9M reactions from USPTO patents (1976-2016). Predict the product of the given reaction. Given the reactants [CH3:1][O:2][C:3]1[C:11]([O:12][CH2:13][CH2:14][CH2:15][Cl:16])=[CH:10][C:6]([C:7]([OH:9])=[O:8])=[C:5]([N+:17]([O-])=O)[CH:4]=1.[H][H], predict the reaction product. The product is: [CH3:1][O:2][C:3]1[CH:4]=[C:5]([NH2:17])[C:6](=[CH:10][C:11]=1[O:12][CH2:13][CH2:14][CH2:15][Cl:16])[C:7]([OH:9])=[O:8].